From a dataset of Full USPTO retrosynthesis dataset with 1.9M reactions from patents (1976-2016). Predict the reactants needed to synthesize the given product. (1) Given the product [CH3:17][C:16]([CH3:19])([CH3:18])[C:15]([NH:14][C:3]1[CH:4]=[N:5][C:6]([N:8]2[CH2:13][CH2:12][S:11][CH2:10][CH2:9]2)=[CH:7][C:2]=1[C:28]1[CH:29]=[CH:30][CH:31]=[CH:32][C:27]=1[CH3:36])=[O:20], predict the reactants needed to synthesize it. The reactants are: I[C:2]1[CH:7]=[C:6]([N:8]2[CH2:13][CH2:12][S:11][CH2:10][CH2:9]2)[N:5]=[CH:4][C:3]=1[NH:14][C:15](=[O:20])[C:16]([CH3:19])([CH3:18])[CH3:17].C(=O)([O-])[O-].[Na+].[Na+].[C:27]1([CH3:36])[CH:32]=[CH:31][CH:30]=[CH:29][C:28]=1B(O)O. (2) Given the product [Br:1][C:2]1[CH:10]=[CH:9][C:5]([C:6]([NH:31][S:28]([CH3:27])(=[O:30])=[O:29])=[O:7])=[C:4]([S:11][CH:12]([CH3:14])[CH3:13])[CH:3]=1, predict the reactants needed to synthesize it. The reactants are: [Br:1][C:2]1[CH:10]=[CH:9][C:5]([C:6](O)=[O:7])=[C:4]([S:11][CH:12]([CH3:14])[CH3:13])[CH:3]=1.C(N1C=CN=C1)(N1C=CN=C1)=O.[CH3:27][S:28]([NH2:31])(=[O:30])=[O:29].C1CCN2C(=NCCC2)CC1.Cl. (3) Given the product [CH2:10]1[C:3]2([CH2:8][CH2:7][CH2:6][C:5](=[O:9])[CH2:4]2)[CH2:11]1, predict the reactants needed to synthesize it. The reactants are: CO[C:3]1[CH2:8][CH2:7][CH2:6][C:5](=[O:9])[CH:4]=1.[CH2:10]([Mg]Br)[CH3:11].O.C1(C)C=CC(S(O)(=O)=O)=CC=1. (4) Given the product [ClH:29].[Cl:29][C:27]1[CH:26]=[CH:25][C:24]([C:30]([N:32]2[C@H:41]([CH2:42][N:43]3[CH2:48][CH2:47][O:46][CH2:45][CH2:44]3)[CH2:40][C:39]3[C:34](=[CH:35][CH:36]=[CH:37][CH:38]=3)[CH2:33]2)=[O:31])=[C:23]([C:21]2[N:20]([CH3:49])[C:19]([CH3:50])=[C:18]([C:16]([N:15]([C:51]3[CH:55]=[C:54]([C:56]#[N:57])[N:53]([CH3:58])[C:52]=3[CH3:59])[C:12]3[CH:13]=[CH:14][C:9]([OH:8])=[CH:10][CH:11]=3)=[O:17])[CH:22]=2)[CH:28]=1, predict the reactants needed to synthesize it. The reactants are: [Si]([O:8][C:9]1[CH:14]=[CH:13][C:12]([N:15]([C:51]2[CH:55]=[C:54]([C:56]#[N:57])[N:53]([CH3:58])[C:52]=2[CH3:59])[C:16]([C:18]2[CH:22]=[C:21]([C:23]3[CH:28]=[C:27]([Cl:29])[CH:26]=[CH:25][C:24]=3[C:30]([N:32]3[C@H:41]([CH2:42][N:43]4[CH2:48][CH2:47][O:46][CH2:45][CH2:44]4)[CH2:40][C:39]4[C:34](=[CH:35][CH:36]=[CH:37][CH:38]=4)[CH2:33]3)=[O:31])[N:20]([CH3:49])[C:19]=2[CH3:50])=[O:17])=[CH:11][CH:10]=1)(C(C)(C)C)(C)C.Cl. (5) Given the product [Cl:29][C:30]1[CH:31]=[C:32]([CH:36]=[C:37]([Cl:41])[C:38]=1[O:39][CH3:40])[C:33]([N:21]1[C:20]2[CH:24]=[C:16]([C:15]([F:14])([F:25])[F:26])[CH:17]=[CH:18][C:19]=2[S:23][CH2:22]1)=[O:34], predict the reactants needed to synthesize it. The reactants are: Cl.NC1C=C(C(F)(F)F)C=CC=1S.[F:14][C:15]([F:26])([F:25])[C:16]1[CH:17]=[CH:18][C:19]2[S:23][CH2:22][NH:21][C:20]=2[CH:24]=1.C=O.[Cl:29][C:30]1[CH:31]=[C:32]([CH:36]=[C:37]([Cl:41])[C:38]=1[O:39][CH3:40])[C:33](Cl)=[O:34]. (6) Given the product [I:1][C:2]1[CH:7]=[C:6]([N+:8]([O-:10])=[O:9])[CH:5]=[CH:4][C:3]=1[NH:11][S:12]([CH3:15])(=[O:14])=[O:13], predict the reactants needed to synthesize it. The reactants are: [I:1][C:2]1[CH:7]=[C:6]([N+:8]([O-:10])=[O:9])[CH:5]=[CH:4][C:3]=1[N:11](S(C)(=O)=O)[S:12]([CH3:15])(=[O:14])=[O:13].[Li+].[OH-]. (7) Given the product [CH:28]1([C:31]2[C:32]([O:42][CH2:43][CH:44]3[CH2:45][CH2:46][N:47]([CH2:65][C:66]4[N:67]=[C:68]([CH3:71])[S:69][CH:70]=4)[CH2:48][CH2:49]3)=[CH:33][C:34]([F:41])=[C:35]([CH:40]=2)[C:36]([O:38][CH3:39])=[O:37])[CH2:30][CH2:29]1, predict the reactants needed to synthesize it. The reactants are: C1(C2C(OCC3(F)CCNCC3)=CC(F)=C(C=2)C(OC(C)(C)C)=O)CC1.Cl.[CH:28]1([C:31]2[C:32]([O:42][CH2:43][CH:44]3[CH2:49][CH2:48][NH:47][CH2:46][CH2:45]3)=[CH:33][C:34]([F:41])=[C:35]([CH:40]=2)[C:36]([O:38][CH3:39])=[O:37])[CH2:30][CH2:29]1.ClC1C=C(C(F)(F)F)C=C(CCl)C=1F.Cl[CH2:65][C:66]1[N:67]=[C:68]([CH3:71])[S:69][CH:70]=1.